The task is: Predict the product of the given reaction.. This data is from Forward reaction prediction with 1.9M reactions from USPTO patents (1976-2016). (1) Given the reactants [CH2:1]([N:5]1[C:13](=[O:14])[N:8]2[CH:9]=[CH:10][CH:11]=[CH:12][C:7]2=[N:6]1)[CH2:2][C:3]#[CH:4].Br[C:16]1[CH:21]=[CH:20][CH:19]=[CH:18][N:17]=1, predict the reaction product. The product is: [N:17]1[CH:18]=[CH:19][CH:20]=[CH:21][C:16]=1[C:4]#[C:3][CH2:2][CH2:1][N:5]1[C:13](=[O:14])[N:8]2[CH:9]=[CH:10][CH:11]=[CH:12][C:7]2=[N:6]1. (2) The product is: [N:1]1[CH:6]=[CH:5][C:4]([NH:7][C:8]([C:10]2[NH:11][C:12]3[C:17]([C:18]=2[C:19]2[CH:24]=[CH:23][CH:22]=[CH:21][CH:20]=2)=[CH:16][C:15]([NH:25][CH2:26][C:27]2[CH:28]=[CH:29][C:30]([C:33]([CH3:36])([CH3:35])[CH3:34])=[CH:31][CH:32]=2)=[CH:14][CH:13]=3)=[O:9])=[CH:3][CH:2]=1. Given the reactants [N:1]1[CH:6]=[CH:5][C:4]([NH:7][C:8]([C:10]2[NH:11][C:12]3[C:17]([C:18]=2[C:19]2[CH:24]=[CH:23][CH:22]=[CH:21][CH:20]=2)=[CH:16][C:15]([N:25]=[CH:26][C:27]2[CH:32]=[CH:31][C:30]([C:33]([CH3:36])([CH3:35])[CH3:34])=[CH:29][CH:28]=2)=[CH:14][CH:13]=3)=[O:9])=[CH:3][CH:2]=1.[BH4-].[Na+].O, predict the reaction product. (3) Given the reactants Br[C:2]1[C:6]2[N:7]=[CH:8][N:9]=[C:10]([O:11][CH:12]3[CH2:17][CH2:16][N:15]([C:18]([O:20][C:21]([CH3:24])([CH3:23])[CH3:22])=[O:19])[CH2:14][CH2:13]3)[C:5]=2[S:4][CH:3]=1.[CH3:25][S:26]([C:29]1[CH:34]=[CH:33][C:32](B(O)O)=[CH:31][CH:30]=1)(=[O:28])=[O:27].C([O-])([O-])=O.[Na+].[Na+], predict the reaction product. The product is: [CH3:25][S:26]([C:29]1[CH:34]=[CH:33][C:32]([C:2]2[C:6]3[N:7]=[CH:8][N:9]=[C:10]([O:11][CH:12]4[CH2:17][CH2:16][N:15]([C:18]([O:20][C:21]([CH3:24])([CH3:23])[CH3:22])=[O:19])[CH2:14][CH2:13]4)[C:5]=3[S:4][CH:3]=2)=[CH:31][CH:30]=1)(=[O:28])=[O:27]. (4) Given the reactants [N+:1]([C:4]1[CH:12]=[CH:11][C:7]([C:8](Cl)=[O:9])=[CH:6][CH:5]=1)([O-:3])=[O:2].[CH3:13][O:14][C:15]1[CH:59]=[C:58]([O:60][CH3:61])[CH:57]=[C:56]([O:62][CH3:63])[C:16]=1[CH:17]=[CH:18][CH:19]([S:29]([CH:32]([CH:42]=[CH:43][C:44]1[C:49]([O:50][CH3:51])=[CH:48][C:47]([O:52][CH3:53])=[CH:46][C:45]=1[O:54][CH3:55])[C:33]1[CH:38]=[CH:37][C:36]([O:39][CH3:40])=[C:35]([NH2:41])[CH:34]=1)(=[O:31])=[O:30])[C:20]1[CH:25]=[CH:24][C:23]([O:26][CH3:27])=[C:22]([NH2:28])[CH:21]=1, predict the reaction product. The product is: [CH3:63][O:62][C:56]1[CH:57]=[C:58]([O:60][CH3:61])[CH:59]=[C:15]([O:14][CH3:13])[C:16]=1/[CH:17]=[CH:18]/[CH:19]([S:29]([CH:32](/[CH:42]=[CH:43]/[C:44]1[C:45]([O:54][CH3:55])=[CH:46][C:47]([O:52][CH3:53])=[CH:48][C:49]=1[O:50][CH3:51])[C:33]1[CH:38]=[CH:37][C:36]([O:39][CH3:40])=[C:35]([NH:41][C:8](=[O:9])[C:7]2[CH:6]=[CH:5][C:4]([N+:1]([O-:3])=[O:2])=[CH:12][CH:11]=2)[CH:34]=1)(=[O:31])=[O:30])[C:20]1[CH:25]=[CH:24][C:23]([O:26][CH3:27])=[C:22]([NH:28][C:8](=[O:9])[C:7]2[CH:11]=[CH:12][C:4]([N+:1]([O-:3])=[O:2])=[CH:5][CH:6]=2)[CH:21]=1.